This data is from CYP2D6 inhibition data for predicting drug metabolism from PubChem BioAssay. The task is: Regression/Classification. Given a drug SMILES string, predict its absorption, distribution, metabolism, or excretion properties. Task type varies by dataset: regression for continuous measurements (e.g., permeability, clearance, half-life) or binary classification for categorical outcomes (e.g., BBB penetration, CYP inhibition). Dataset: cyp2d6_veith. (1) The molecule is O=C1C[C@@H](O)[C@@H](O)[C@H]2[C@@H]1CC[C@H]1C(=O)N(c3ccc(F)cc3F)C(=O)[C@H]21. The result is 0 (non-inhibitor). (2) The compound is Cc1ccc(Sc2nc(-c3ccccc3)ccc2C#N)cc1. The result is 0 (non-inhibitor). (3) The drug is C#CCCCO/N=C1/C[C@@H](O)[C@@H](O)[C@@H]2[C@@H]3C(=O)N(C4CCCCC4)C(=O)[C@H]3CC[C@@H]12. The result is 0 (non-inhibitor). (4) The molecule is COc1ccc(NC(=O)N2CCCC2C(=O)Nc2ccccc2)cc1. The result is 0 (non-inhibitor). (5) The compound is COc1cc2c3cc1Oc1cc(ccc1O)C[C@@H]1c4c(cc(OC)c(O)c4Oc4cccc(c4)C[C@H]3N(C)CC2)CC[N+]1(C)C.Cl.O.O.O.O.O.[Cl-]. The result is 0 (non-inhibitor). (6) The compound is COCCCN=CC1=C(O)CC(C)(C)CC1=O. The result is 0 (non-inhibitor).